Dataset: Peptide-MHC class II binding affinity with 134,281 pairs from IEDB. Task: Regression. Given a peptide amino acid sequence and an MHC pseudo amino acid sequence, predict their binding affinity value. This is MHC class II binding data. (1) The peptide sequence is AEKFKEDVINDFVSS. The MHC is DRB3_0101 with pseudo-sequence DRB3_0101. The binding affinity (normalized) is 0.780. (2) The peptide sequence is SRNLNFKFDMGKLSD. The MHC is DRB1_0101 with pseudo-sequence DRB1_0101. The binding affinity (normalized) is 0.464.